Dataset: Reaction yield outcomes from USPTO patents with 853,638 reactions. Task: Predict the reaction yield, written as a fraction of the theoretical maximum amount of product (1.0 means a 100% yield; for example, 0.34 means a 34% yield). The reactants are [Cl:1][C:2]1[CH:3]=[C:4]([CH2:10][CH2:11][C:12]2([CH:20]3[CH2:24][CH2:23][CH2:22][CH2:21]3)[O:17][C:16](=[O:18])[CH2:15][C:14](=[O:19])[CH2:13]2)[CH:5]=[CH:6][C:7]=1[O:8][CH3:9].[CH2:25]1CCN2C(=NCCC2)CC1.IC. The catalyst is CN(C=O)C. The product is [Cl:1][C:2]1[CH:3]=[C:4]([CH2:10][CH2:11][C:12]2([CH:20]3[CH2:24][CH2:23][CH2:22][CH2:21]3)[O:17][C:16](=[O:18])[CH:15]=[C:14]([O:19][CH3:25])[CH2:13]2)[CH:5]=[CH:6][C:7]=1[O:8][CH3:9]. The yield is 0.130.